Dataset: Catalyst prediction with 721,799 reactions and 888 catalyst types from USPTO. Task: Predict which catalyst facilitates the given reaction. (1) Reactant: [CH2:1]([N:8]1[CH:16]=[C:15]2[C:10]([CH:11]=[C:12]([C:17]3[CH:18]=[C:19]([CH:27]4[CH2:31][CH2:30][NH:29][CH2:28]4)[N:20]4[C:25]=3[C:24]([NH2:26])=[N:23][CH:22]=[N:21]4)[CH:13]=[CH:14]2)=[N:9]1)[C:2]1[CH:7]=[CH:6][CH:5]=[CH:4][CH:3]=1.[CH3:32][N:33]1[CH2:38][CH2:37][N:36]([C:39](Cl)=[O:40])[CH2:35][CH2:34]1. Product: [CH2:1]([N:8]1[CH:16]=[C:15]2[C:10]([CH:11]=[C:12]([C:17]3[CH:18]=[C:19]([CH:27]4[CH2:31][CH2:30][N:29]([C:39]([N:36]5[CH2:37][CH2:38][N:33]([CH3:32])[CH2:34][CH2:35]5)=[O:40])[CH2:28]4)[N:20]4[C:25]=3[C:24]([NH2:26])=[N:23][CH:22]=[N:21]4)[CH:13]=[CH:14]2)=[N:9]1)[C:2]1[CH:3]=[CH:4][CH:5]=[CH:6][CH:7]=1. The catalyst class is: 2. (2) Reactant: [Br:1][CH2:2][CH2:3][C@H:4]1[CH2:8][CH2:7][CH2:6][N:5]1[S:9]([C:12]1[CH:20]=[C:19]2[C:15](C=C[NH:18]2)=[CH:14][CH:13]=1)(=[O:11])=[O:10].Cl.ClC1C=C[C:26]([O:27]C2CCNCC2)=CC=1.[C:36](=[O:39])(O)[O-].[Na+].[I-].[Na+]. Product: [Br:1][CH2:2][CH2:3][C@H:4]1[CH2:8][CH2:7][CH2:6][N:5]1[S:9]([C:12]1[CH:13]=[CH:14][C:15]2[O:27][CH2:26][C:36](=[O:39])[NH:18][C:19]=2[CH:20]=1)(=[O:11])=[O:10]. The catalyst class is: 9. (3) Reactant: [N+:1]([C:4]1[CH:5]=[CH:6][C:7]([OH:10])=[N:8][CH:9]=1)([O-:3])=[O:2].[H-].[Na+].Br[CH2:14][CH:15]1[CH2:17][CH2:16]1. Product: [CH:15]1([CH2:14][N:8]2[CH:9]=[C:4]([N+:1]([O-:3])=[O:2])[CH:5]=[CH:6][C:7]2=[O:10])[CH2:17][CH2:16]1. The catalyst class is: 9. (4) Reactant: [CH:1]1([CH2:6][C@H:7]([CH2:42][N:43]([CH:52]=[O:53])[O:44]CC2C=CC=CC=2)[C:8]([N:10]2[C@H:14]([C:15]([NH:17][C:18]3[CH:23]=[C:22]([N:24]4[CH2:29][CH2:28][N:27]([CH3:30])[CH2:26][C@H:25]4[CH3:31])[N:21]=[CH:20][N:19]=3)=[O:16])[CH2:13][CH2:12][N:11]2C(OCC2C=CC=CC=2)=O)=[O:9])[CH2:5][CH2:4][CH2:3][CH2:2]1. Product: [CH:1]1([CH2:6][C@H:7]([CH2:42][N:43]([CH:52]=[O:53])[OH:44])[C:8]([N:10]2[C@H:14]([C:15]([NH:17][C:18]3[CH:23]=[C:22]([N:24]4[CH2:29][CH2:28][N:27]([CH3:30])[CH2:26][C@H:25]4[CH3:31])[N:21]=[CH:20][N:19]=3)=[O:16])[CH2:13][CH2:12][NH:11]2)=[O:9])[CH2:2][CH2:3][CH2:4][CH2:5]1. The catalyst class is: 5.